From a dataset of Reaction yield outcomes from USPTO patents with 853,638 reactions. Predict the reaction yield, written as a fraction of the theoretical maximum amount of product (1.0 means a 100% yield; for example, 0.34 means a 34% yield). (1) The reactants are [CH:1]1([N:6]2[C:15]3[N:14]=[C:13]([NH:16][C:17]4[CH:22]=[CH:21][C:20]([C:23](=[O:26])[NH:24][CH3:25])=[CH:19][C:18]=4[O:27][CH3:28])[N:12]=[CH:11][C:10]=3[N:9]3[CH:29]=[N:30][C:31](C(OCC=C)=O)=[C:8]3[C@H:7]2[CH2:38][CH3:39])[CH2:5][CH2:4][CH2:3][CH2:2]1.O. The catalyst is C(#N)C1C=CC=CC=1.C1(C)C=CC=CC=1.C1C=CC([P]([Pd]([P](C2C=CC=CC=2)(C2C=CC=CC=2)C2C=CC=CC=2)([P](C2C=CC=CC=2)(C2C=CC=CC=2)C2C=CC=CC=2)[P](C2C=CC=CC=2)(C2C=CC=CC=2)C2C=CC=CC=2)(C2C=CC=CC=2)C2C=CC=CC=2)=CC=1. The product is [CH:1]1([N:6]2[C:15]3[N:14]=[C:13]([NH:16][C:17]4[CH:22]=[CH:21][C:20]([C:23]([NH:24][CH3:25])=[O:26])=[CH:19][C:18]=4[O:27][CH3:28])[N:12]=[CH:11][C:10]=3[N:9]3[CH:29]=[N:30][CH:31]=[C:8]3[C@H:7]2[CH2:38][CH3:39])[CH2:5][CH2:4][CH2:3][CH2:2]1. The yield is 0.120. (2) The reactants are [CH:1]1([CH:7]([NH:20][C:21]2[CH:29]=[CH:28][C:24]([C:25](O)=[O:26])=[CH:23][CH:22]=2)[C:8]2[CH:12]=[C:11]([C:13]3[CH:18]=[CH:17][CH:16]=[CH:15][CH:14]=3)[S:10][C:9]=2[CH3:19])[CH2:6][CH2:5][CH2:4][CH2:3][CH2:2]1.Cl.[NH2:31][CH2:32][CH2:33][C:34]([O:36]CC)=[O:35].O.ON1C2C=CC=CC=2N=N1.Cl.C(N=C=NCCCN(C)C)C.Cl.[OH-].[Na+]. The catalyst is CN(C)C=O.C(O)C.O1CCCC1.C(N(CC)CC)C. The product is [CH:1]1([CH:7]([NH:20][C:21]2[CH:22]=[CH:23][C:24]([C:25]([NH:31][CH2:32][CH2:33][C:34]([OH:36])=[O:35])=[O:26])=[CH:28][CH:29]=2)[C:8]2[CH:12]=[C:11]([C:13]3[CH:18]=[CH:17][CH:16]=[CH:15][CH:14]=3)[S:10][C:9]=2[CH3:19])[CH2:6][CH2:5][CH2:4][CH2:3][CH2:2]1. The yield is 0.660. (3) The reactants are [Li]CCCC.[NH:6]1[CH:10]=[CH:9][CH:8]=[CH:7]1.N#N.Cl[Si:14]([CH:21]([CH3:23])[CH3:22])([CH:18]([CH3:20])[CH3:19])[CH:15]([CH3:17])[CH3:16]. The catalyst is C1COCC1.O. The product is [CH:15]([Si:14]([CH:21]([CH3:23])[CH3:22])([CH:18]([CH3:20])[CH3:19])[N:6]1[CH:10]=[CH:9][CH:8]=[CH:7]1)([CH3:17])[CH3:16]. The yield is 1.00. (4) The reactants are F[P-](F)(F)(F)(F)F.Br[P+](N1CCCC1)(N1CCCC1)N1CCCC1.[CH3:25][N:26]([CH3:36])[C:27]1[CH:35]=[CH:34][C:30]([C:31]([OH:33])=O)=[CH:29][CH:28]=1.[NH2:37][C:38]1[CH:43]=[CH:42][C:41]([C:44]2([C:49]#[N:50])[CH2:48][CH2:47][CH2:46][CH2:45]2)=[CH:40][CH:39]=1.C(N(C(C)C)C(C)C)C. The catalyst is C(Cl)Cl. The product is [C:49]([C:44]1([C:41]2[CH:40]=[CH:39][C:38]([NH:37][C:31](=[O:33])[C:30]3[CH:29]=[CH:28][C:27]([N:26]([CH3:25])[CH3:36])=[CH:35][CH:34]=3)=[CH:43][CH:42]=2)[CH2:48][CH2:47][CH2:46][CH2:45]1)#[N:50]. The yield is 0.0500. (5) The product is [Cl:1][C:2]1[C:3]([C:10]([O:12][CH3:14])=[O:11])=[N:4][N:5]([CH3:9])[C:6](=[O:8])[CH:7]=1. The catalyst is CO. The yield is 0.170. The reactants are [Cl:1][C:2]1[C:3]([C:10]([OH:12])=[O:11])=[N:4][N:5]([CH3:9])[C:6](=[O:8])[CH:7]=1.Cl.[CH3:14]COC(C)=O. (6) The reactants are [OH:1][C:2]1[N:7]([C:8]2[CH:13]=[CH:12][CH:11]=[CH:10][CH:9]=2)[C:6](=[O:14])[N:5]([CH2:15][C:16]2[CH:21]=[CH:20][CH:19]=[CH:18][CH:17]=2)[C:4](=[O:22])[C:3]=1[C:23](OCC)=[O:24].C1(CNC([CH:38](C(OCC)=O)[C:39]([O:41]CC)=[O:40])=O)C=CC=CC=1.[H-].[Na+].C1([N:57]=C=O)C=CC=CC=1. The catalyst is O1CCOCC1.ClCCl. The product is [OH:1][C:2]1[N:7]([C:8]2[CH:13]=[CH:12][CH:11]=[CH:10][CH:9]=2)[C:6](=[O:14])[N:5]([CH2:15][C:16]2[CH:21]=[CH:20][CH:19]=[CH:18][CH:17]=2)[C:4](=[O:22])[C:3]=1[C:23]([NH:57][CH2:38][C:39]([OH:41])=[O:40])=[O:24]. The yield is 0.570. (7) The reactants are P([O-])([O-])([O-])=O.[K+].[K+].[K+].[CH3:9][C:10]1[CH:15]=[CH:14][CH:13]=[CH:12][C:11]=1B(O)O.Br[C:20]1[CH:21]=[CH:22][CH:23]=[C:24]2[C:28]=1[CH2:27][CH:26]=[CH:25]2. The catalyst is Cl[Pd](Cl)([P](C1C=CC=CC=1)(C1C=CC=CC=1)C1C=CC=CC=1)[P](C1C=CC=CC=1)(C1C=CC=CC=1)C1C=CC=CC=1.C1(P(C2C=CC=CC=2)C2C=CC=CC=2)C=CC=CC=1.O.COCCOC. The product is [CH3:9][C:10]1[CH:15]=[CH:14][CH:13]=[CH:12][C:11]=1[C:23]1[CH:22]=[CH:21][CH:20]=[C:28]2[C:24]=1[CH:25]=[CH:26][CH2:27]2. The yield is 1.00. (8) The reactants are Cl[C:2]1[N:7]2[N:8]=[C:9]([CH3:11])[CH:10]=[C:6]2[N:5]=[C:4]([NH:12][C:13](=[O:24])[C:14]2[CH:19]=[CH:18][C:17]([C:20]([OH:23])([CH3:22])[CH3:21])=[CH:16][CH:15]=2)[CH:3]=1.[NH:25]1[CH2:29][CH2:28][C@@H:27]([OH:30])[CH2:26]1. The catalyst is CN(C=O)C.CS(C)=O.CO. The product is [OH:23][C:20]([C:17]1[CH:18]=[CH:19][C:14]([C:13]([NH:12][C:4]2[CH:3]=[C:2]([N:25]3[CH2:29][CH2:28][C@@H:27]([OH:30])[CH2:26]3)[N:7]3[N:8]=[C:9]([CH3:11])[CH:10]=[C:6]3[N:5]=2)=[O:24])=[CH:15][CH:16]=1)([CH3:22])[CH3:21]. The yield is 0.350. (9) The reactants are O1CCCOB1[C:7]1[CH:14]=[CH:13][CH:12]=[CH:11][C:8]=1[C:9]#[N:10].Br[C:16]1[CH:22]=[C:21]([CH2:23][CH2:24][CH2:25][CH2:26][CH2:27][CH3:28])[CH:20]=[CH:19][C:17]=1[NH2:18].C(=O)([O-])[O-].[K+].[K+].CCO. The catalyst is C1(C)C=CC=CC=1.[Pd].C1(P(C2C=CC=CC=2)C2C=CC=CC=2)C=CC=CC=1.C1(P(C2C=CC=CC=2)C2C=CC=CC=2)C=CC=CC=1.C1(P(C2C=CC=CC=2)C2C=CC=CC=2)C=CC=CC=1.C1(P(C2C=CC=CC=2)C2C=CC=CC=2)C=CC=CC=1. The product is [CH2:23]([C:21]1[CH:22]=[CH:16][C:17]2[C:19](=[C:7]3[C:8](=[C:9]([NH2:10])[N:18]=2)[CH:11]=[CH:12][CH:13]=[CH:14]3)[CH:20]=1)[CH2:24][CH2:25][CH2:26][CH2:27][CH3:28]. The yield is 0.398.